The task is: Predict the product of the given reaction.. This data is from Forward reaction prediction with 1.9M reactions from USPTO patents (1976-2016). (1) Given the reactants [CH3:1][O:2][C:3]1[CH:4]=[C:5]2[C:10](=[CH:11][CH:12]=1)[NH:9][C:8]([CH3:13])=[C:7]([C:14]([O:16][CH3:17])=[O:15])[C:6]2=O.N.O=P(Cl)(Cl)[Cl:22], predict the reaction product. The product is: [Cl:22][C:6]1[C:5]2[C:10](=[CH:11][CH:12]=[C:3]([O:2][CH3:1])[CH:4]=2)[N:9]=[C:8]([CH3:13])[C:7]=1[C:14]([O:16][CH3:17])=[O:15]. (2) Given the reactants [Cl:1][C:2]1[CH:3]=[C:4]2[C:9](=[C:10]([S:12][CH3:13])[CH:11]=1)[O:8][CH:7]([C:14]([F:17])([F:16])[F:15])[C:6]([C:18]([O:20]CC)=[O:19])=[CH:5]2.[OH-].[Na+], predict the reaction product. The product is: [Cl:1][C:2]1[CH:3]=[C:4]2[C:9](=[C:10]([S:12][CH3:13])[CH:11]=1)[O:8][CH:7]([C:14]([F:17])([F:16])[F:15])[C:6]([C:18]([OH:20])=[O:19])=[CH:5]2. (3) Given the reactants [Br:1][C:2]1[CH:3]=[CH:4][C:5]2[O:9][C:8]([C:10]([NH2:12])=[O:11])=[C:7]([NH:13][C:14](=[O:18])[CH:15](Cl)[CH3:16])[C:6]=2[CH:19]=1.[OH:20][C@H:21]1[CH2:25][CH2:24][NH:23][CH2:22]1, predict the reaction product. The product is: [Br:1][C:2]1[CH:3]=[CH:4][C:5]2[O:9][C:8]([C:10]([NH2:12])=[O:11])=[C:7]([NH:13][C:14](=[O:18])[CH:15]([N:23]3[CH2:24][CH2:25][C@H:21]([OH:20])[CH2:22]3)[CH3:16])[C:6]=2[CH:19]=1. (4) Given the reactants [CH3:1][O:2][C:3]1[C:7]2[C:8](=[O:25])[N:9]([CH2:16][C:17](=[O:24])[C:18]3[CH:23]=[CH:22][CH:21]=[CH:20][CH:19]=3)[C:10]3[CH:11]=[CH:12][CH:13]=[CH:14][C:15]=3[C:6]=2[N:5]([CH3:26])[C:4]=1[C:27]([NH:29][CH:30]1[CH2:35][CH2:34][NH:33][CH2:32][CH2:31]1)=[O:28].Cl[C:37]1[CH:42]=[CH:41][N:40]=[CH:39][N:38]=1.C(N(CC)CC)C, predict the reaction product. The product is: [CH3:1][O:2][C:3]1[C:7]2[C:8](=[O:25])[N:9]([CH2:16][C:17](=[O:24])[C:18]3[CH:23]=[CH:22][CH:21]=[CH:20][CH:19]=3)[C:10]3[CH:11]=[CH:12][CH:13]=[CH:14][C:15]=3[C:6]=2[N:5]([CH3:26])[C:4]=1[C:27]([NH:29][CH:30]1[CH2:31][CH2:32][N:33]([C:37]2[CH:42]=[CH:41][N:40]=[CH:39][N:38]=2)[CH2:34][CH2:35]1)=[O:28]. (5) Given the reactants [S:1]1[CH:5]=[CH:4][CH:3]=[C:2]1[C:6](Cl)=[O:7].[CH2:9]([N:16]1[C:25]2[C:20](=[CH:21][CH:22]=[CH:23][N:24]=2)[C:19]([N:26]2[CH2:31][CH2:30][NH:29][CH2:28][CH2:27]2)=[C:18]([C:32]#[N:33])[C:17]1=[O:34])[C:10]1[CH:15]=[CH:14][CH:13]=[CH:12][CH:11]=1, predict the reaction product. The product is: [CH2:9]([N:16]1[C:25]2[C:20](=[CH:21][CH:22]=[CH:23][N:24]=2)[C:19]([N:26]2[CH2:31][CH2:30][N:29]([C:6]([C:2]3[S:1][CH:5]=[CH:4][CH:3]=3)=[O:7])[CH2:28][CH2:27]2)=[C:18]([C:32]#[N:33])[C:17]1=[O:34])[C:10]1[CH:15]=[CH:14][CH:13]=[CH:12][CH:11]=1. (6) Given the reactants [H-].[Al+3].[Li+].[H-].[H-].[H-].[CH3:7][O:8][C:9]1[C:14]([CH:15]=[CH:16][N+:17]([O-])=O)=[C:13]([CH3:20])[C:12]([O:21][CH3:22])=[C:11]([CH3:23])[C:10]=1[CH3:24].[OH-].[Na+], predict the reaction product. The product is: [CH3:7][O:8][C:9]1[C:10]([CH3:24])=[C:11]([CH3:23])[C:12]([O:21][CH3:22])=[C:13]([CH3:20])[C:14]=1[CH2:15][CH2:16][NH2:17]. (7) The product is: [CH3:1][CH2:2][C:3]1[CH:8]=[CH:7][C:6]([C:9]([CH:11]([CH2:13][N:14]2[CH2:19][CH2:18][CH2:17][CH2:16][CH2:15]2)[CH3:12])=[O:10])=[CH:5][CH:4]=1. Given the reactants [CH3:1][CH2:2][C:3]1[CH:8]=[CH:7][C:6]([C:9]([CH:11]([CH2:13][N:14]2[CH2:19][CH2:18][CH2:17][CH2:16][CH2:15]2)[CH3:12])=[O:10])=[CH:5][CH:4]=1.Cl, predict the reaction product.